From a dataset of NCI-60 drug combinations with 297,098 pairs across 59 cell lines. Regression. Given two drug SMILES strings and cell line genomic features, predict the synergy score measuring deviation from expected non-interaction effect. (1) Drug 1: CC1=C(C=C(C=C1)NC(=O)C2=CC=C(C=C2)CN3CCN(CC3)C)NC4=NC=CC(=N4)C5=CN=CC=C5. Drug 2: CC1C(C(CC(O1)OC2CC(CC3=C2C(=C4C(=C3O)C(=O)C5=CC=CC=C5C4=O)O)(C(=O)C)O)N)O. Cell line: RXF 393. Synergy scores: CSS=40.8, Synergy_ZIP=-2.80, Synergy_Bliss=-4.72, Synergy_Loewe=-29.9, Synergy_HSA=-4.21. (2) Drug 1: CN1CCC(CC1)COC2=C(C=C3C(=C2)N=CN=C3NC4=C(C=C(C=C4)Br)F)OC. Drug 2: C(CC(=O)O)C(=O)CN.Cl. Cell line: HCT116. Synergy scores: CSS=-0.798, Synergy_ZIP=-0.968, Synergy_Bliss=-3.37, Synergy_Loewe=-5.13, Synergy_HSA=-4.22. (3) Drug 1: CC12CCC3C(C1CCC2O)C(CC4=C3C=CC(=C4)O)CCCCCCCCCS(=O)CCCC(C(F)(F)F)(F)F. Drug 2: CS(=O)(=O)OCCCCOS(=O)(=O)C. Cell line: NCI/ADR-RES. Synergy scores: CSS=2.64, Synergy_ZIP=-0.470, Synergy_Bliss=2.32, Synergy_Loewe=-1.89, Synergy_HSA=-0.861.